Task: Regression. Given a peptide amino acid sequence and an MHC pseudo amino acid sequence, predict their binding affinity value. This is MHC class II binding data.. Dataset: Peptide-MHC class II binding affinity with 134,281 pairs from IEDB (1) The binding affinity (normalized) is 0.498. The MHC is DRB1_0901 with pseudo-sequence DRB1_0901. The peptide sequence is NQEGSLKTALTGAMR. (2) The MHC is HLA-DPA10103-DPB10201 with pseudo-sequence HLA-DPA10103-DPB10201. The binding affinity (normalized) is 0.204. The peptide sequence is ASLTEALRVIAGALE.